Dataset: Catalyst prediction with 721,799 reactions and 888 catalyst types from USPTO. Task: Predict which catalyst facilitates the given reaction. (1) Reactant: [I:1][C:2]1[CH:3]=[C:4]([CH:8]=[CH:9][CH:10]=1)[C:5]([OH:7])=[O:6].C(=O)([O-])[O-].[K+].[K+].[CH2:17](Br)[C:18]1[CH:23]=[CH:22][CH:21]=[CH:20][CH:19]=1.O. Product: [I:1][C:2]1[CH:3]=[C:4]([CH:8]=[CH:9][CH:10]=1)[C:5]([O:7][CH2:17][C:18]1[CH:23]=[CH:22][CH:21]=[CH:20][CH:19]=1)=[O:6]. The catalyst class is: 3. (2) Reactant: [CH3:1][OH:2].[BH4-].[Na+].[CH2:5]([O:12][C:13]1[CH:14]=[C:15]([CH2:28][CH2:29][OH:30])[CH:16]=[CH:17][C:18]=1[CH2:19][C:20]1[CH:25]=[CH:24][C:23](CC)=[CH:22][CH:21]=1)[C:6]1[CH:11]=[CH:10][CH:9]=[CH:8][CH:7]=1. Product: [CH2:5]([O:12][C:13]1[CH:14]=[C:15]([CH2:28][CH2:29][OH:30])[CH:16]=[CH:17][C:18]=1[CH2:19][C:20]1[CH:21]=[CH:22][C:23]([O:2][CH3:1])=[CH:24][CH:25]=1)[C:6]1[CH:11]=[CH:10][CH:9]=[CH:8][CH:7]=1. The catalyst class is: 7. (3) Reactant: [CH2:1]([O:3][P:4]([CH2:9][C:10]([O:12][C:13]([CH3:16])([CH3:15])[CH3:14])=[O:11])([O:6][CH2:7]C)=[O:5])C.[H-].[Na+].Br[CH2:20][C:21]1[N:22]=[CH:23][S:24][CH:25]=1. Product: [CH3:1][O:3][P:4]([CH:9]([CH2:20][C:21]1[N:22]=[CH:23][S:24][CH:25]=1)[C:10]([O:12][C:13]([CH3:16])([CH3:15])[CH3:14])=[O:11])([O:6][CH3:7])=[O:5]. The catalyst class is: 885. (4) Reactant: [OH:1][CH2:2][CH:3]1[CH2:8][CH2:7][CH:6]([N:9]2[CH2:14][CH2:13][N:12]([C:15]([O:17][C:18]([CH3:21])([CH3:20])[CH3:19])=[O:16])[CH2:11][CH2:10]2)[CH2:5][CH2:4]1.[Cl:22][C:23]1[CH:28]=[C:27](Cl)[N:26]=[C:25]([CH3:30])[N:24]=1.CC(C)([O-])C.[K+]. Product: [Cl:22][C:23]1[N:24]=[C:25]([CH3:30])[N:26]=[C:27]([O:1][CH2:2][CH:3]2[CH2:4][CH2:5][CH:6]([N:9]3[CH2:10][CH2:11][N:12]([C:15]([O:17][C:18]([CH3:21])([CH3:20])[CH3:19])=[O:16])[CH2:13][CH2:14]3)[CH2:7][CH2:8]2)[CH:28]=1. The catalyst class is: 1. (5) Reactant: [CH3:1][O:2][C:3]([C:5]1([CH2:14][O:15][CH3:16])[CH2:9][CH2:8][N:7]([CH2:10][C:11]([OH:13])=O)[CH2:6]1)=[O:4].[N:17]1([C:23]2[CH:28]=[CH:27][C:26]([C:29]3[N:34]=[CH:33][CH:32]=[CH:31][N:30]=3)=[CH:25][CH:24]=2)[CH2:22][CH2:21][NH:20][CH2:19][CH2:18]1.C(N(CC)C(C)C)(C)C. Product: [CH3:1][O:2][C:3]([C:5]1([CH2:14][O:15][CH3:16])[CH2:9][CH2:8][N:7]([CH2:10][C:11](=[O:13])[N:20]2[CH2:21][CH2:22][N:17]([C:23]3[CH:28]=[CH:27][C:26]([C:29]4[N:30]=[CH:31][CH:32]=[CH:33][N:34]=4)=[CH:25][CH:24]=3)[CH2:18][CH2:19]2)[CH2:6]1)=[O:4]. The catalyst class is: 3. (6) Reactant: [ClH:1].[N:2]12[CH2:9][CH2:8][CH:5]([CH2:6][CH2:7]1)[C@@H:4]([NH:10][C:11]([C:13]1[O:14][C:15]3[C:21](Br)=[CH:20][CH:19]=[CH:18][C:16]=3[CH:17]=1)=[O:12])[CH2:3]2.[F:23][C:24]([F:36])([F:35])[O:25][C:26]1[CH:27]=[C:28](B(O)O)[CH:29]=[CH:30][CH:31]=1.C(=O)([O-])[O-].[Na+].[Na+]. Product: [ClH:1].[N:2]12[CH2:9][CH2:8][CH:5]([CH2:6][CH2:7]1)[C@@H:4]([NH:10][C:11]([C:13]1[O:14][C:15]3[C:21]([C:28]4[CH:29]=[CH:30][CH:31]=[C:26]([O:25][C:24]([F:23])([F:35])[F:36])[CH:27]=4)=[CH:20][CH:19]=[CH:18][C:16]=3[CH:17]=1)=[O:12])[CH2:3]2. The catalyst class is: 431. (7) Reactant: [N:1]1[C:6]([CH2:7][OH:8])=[CH:5][CH:4]=[CH:3][C:2]=1[CH2:9][OH:10].[S:11](Cl)([C:14]1[CH:20]=[CH:19][C:17]([CH3:18])=[CH:16][CH:15]=1)(=[O:13])=[O:12]. Product: [CH3:18][C:17]1[CH:19]=[CH:20][C:14]([S:11]([O:10][CH2:9][C:2]2[CH:3]=[CH:4][CH:5]=[C:6]([CH2:7][OH:8])[N:1]=2)(=[O:13])=[O:12])=[CH:15][CH:16]=1. The catalyst class is: 2. (8) Reactant: [Cl:1][C:2]1[CH:7]=[CH:6][C:5]([CH2:8][C:9]#[N:10])=[CH:4][C:3]=1[CH2:11][OH:12].CC(OI1(OC(C)=O)(OC(C)=O)OC(=O)C2C=CC=CC1=2)=O. Product: [Cl:1][C:2]1[CH:7]=[CH:6][C:5]([CH2:8][C:9]#[N:10])=[CH:4][C:3]=1[CH:11]=[O:12]. The catalyst class is: 2. (9) The catalyst class is: 8. Product: [CH3:1][CH:2]([CH3:40])[CH:3]([NH:20][C:21]1[CH:22]=[CH:23][C:24]([C:25]([N:27]2[CH2:32][CH2:31][CH2:30][C@@H:29]([C:33]([OH:35])=[O:34])[CH2:28]2)=[O:26])=[CH:38][CH:39]=1)[C:4]1[CH:9]=[CH:8][C:7]([N:10]2[CH:18]=[C:17]3[C:12]([CH2:13][CH2:14][CH2:15][CH2:16]3)=[N:11]2)=[CH:6][C:5]=1[CH3:19]. Reactant: [CH3:1][CH:2]([CH3:40])[CH:3]([NH:20][C:21]1[CH:39]=[CH:38][C:24]([C:25]([N:27]2[CH2:32][CH2:31][CH2:30][C@@H:29]([C:33]([O:35]CC)=[O:34])[CH2:28]2)=[O:26])=[CH:23][CH:22]=1)[C:4]1[CH:9]=[CH:8][C:7]([N:10]2[CH:18]=[C:17]3[C:12]([CH2:13][CH2:14][CH2:15][CH2:16]3)=[N:11]2)=[CH:6][C:5]=1[CH3:19].C1COCC1.[OH-].[Na+]. (10) Reactant: O=C1C2C(=CC=CC=2)C(=O)[N:3]1[CH2:12][CH2:13][CH2:14][CH2:15][N:16]1[CH2:21][CH2:20][N:19]([C:22]([O:24][C:25]([CH3:28])([CH3:27])[CH3:26])=[O:23])[CH2:18][CH2:17]1.NN. Product: [NH2:3][CH2:12][CH2:13][CH2:14][CH2:15][N:16]1[CH2:21][CH2:20][N:19]([C:22]([O:24][C:25]([CH3:28])([CH3:27])[CH3:26])=[O:23])[CH2:18][CH2:17]1. The catalyst class is: 14.